From a dataset of Full USPTO retrosynthesis dataset with 1.9M reactions from patents (1976-2016). Predict the reactants needed to synthesize the given product. (1) Given the product [Br:20][C:18]1[CH:17]=[CH:16][C:12]2[NH:40][C:43](=[O:28])[N:10]([CH2:2][C:3]([O:5][C:6]([CH3:7])([CH3:8])[CH3:9])=[O:4])[C:11]=2[CH:19]=1, predict the reactants needed to synthesize it. The reactants are: N[CH:2]([NH:10][C:11]1[CH:19]=[C:18]([Br:20])[CH:17]=[CH:16][C:12]=1C(O)=O)[C:3]([O:5][C:6]([CH3:9])([CH3:8])[CH3:7])=[O:4].C1(P(N=[N+]=[N-])(C2C=CC=CC=2)=[O:28])C=CC=CC=1.C([N:40]([CH2:43]C)CC)C. (2) Given the product [C:35]([C:34]1[CH:38]=[CH:39][C:31]([NH:30][C:28]([C@H:9]2[C@H:8]([C:4]3[CH:5]=[CH:6][CH:7]=[C:2]([Cl:1])[C:3]=3[F:42])[C@:12]([C:15]3[CH:20]=[CH:19][C:18]([Cl:21])=[CH:17][C:16]=3[F:22])([C:13]#[N:14])[C@H:11]([CH2:23][C:24]([CH3:25])([CH3:26])[CH3:27])[NH:10]2)=[O:29])=[CH:32][C:33]=1[O:40][CH3:41])(=[O:36])[NH2:44], predict the reactants needed to synthesize it. The reactants are: [Cl:1][C:2]1[C:3]([F:42])=[C:4]([C@@H:8]2[C@:12]([C:15]3[CH:20]=[CH:19][C:18]([Cl:21])=[CH:17][C:16]=3[F:22])([C:13]#[N:14])[C@H:11]([CH2:23][C:24]([CH3:27])([CH3:26])[CH3:25])[NH:10][C@H:9]2[C:28]([NH:30][C:31]2[CH:39]=[CH:38][C:34]([C:35](O)=[O:36])=[C:33]([O:40][CH3:41])[CH:32]=2)=[O:29])[CH:5]=[CH:6][CH:7]=1.C[N:44](C(ON1N=NC2C=CC=NC1=2)=[N+](C)C)C.F[P-](F)(F)(F)(F)F.CCN(C(C)C)C(C)C.N. (3) Given the product [CH3:6][N:7]1[CH:11]=[C:10]([S:2]([Cl:1])(=[O:5])=[O:3])[N:9]=[C:8]1[CH3:12], predict the reactants needed to synthesize it. The reactants are: [Cl:1][S:2]([OH:5])(=O)=[O:3].[CH3:6][N:7]1[CH:11]=[CH:10][N:9]=[C:8]1[CH3:12].S(Cl)(Cl)=O.C(=O)([O-])[O-].[Na+].[Na+].